From a dataset of Full USPTO retrosynthesis dataset with 1.9M reactions from patents (1976-2016). Predict the reactants needed to synthesize the given product. (1) Given the product [ClH:1].[ClH:1].[F:15][C:16]1[CH:48]=[CH:47][C:19]2[N:20]=[C:21]([NH:23][C:24]([N:26]3[CH2:31][CH2:30][NH:29][CH2:28][CH:27]3[CH2:39][O:40][C:41]3[CH:42]=[N:43][CH:44]=[CH:45][CH:46]=3)=[O:25])[S:22][C:18]=2[CH:17]=1, predict the reactants needed to synthesize it. The reactants are: [ClH:1].O1CCOCC1.OC(C(F)(F)F)=O.[F:15][C:16]1[CH:48]=[CH:47][C:19]2[N:20]=[C:21]([NH:23][C:24]([N:26]3[CH2:31][CH2:30][N:29](C(OC(C)(C)C)=O)[CH2:28][CH:27]3[CH2:39][O:40][C:41]3[CH:42]=[N:43][CH:44]=[CH:45][CH:46]=3)=[O:25])[S:22][C:18]=2[CH:17]=1. (2) Given the product [C:35]([NH:1][C@@H:2]1[CH2:6][C@@H:5]([NH:7][C:8]([C:10]2[C:14]3[N:15]=[CH:16][N:17]=[C:18]([C:19]4[CH:24]=[C:23]([CH:25]([F:27])[F:26])[CH:22]=[CH:21][C:20]=4[O:28][CH2:29][CH:30]4[CH2:32][CH2:31]4)[C:13]=3[NH:12][C:11]=2[CH3:33])=[O:9])[C@H:4]([CH3:34])[CH2:3]1)(=[O:37])[CH3:36], predict the reactants needed to synthesize it. The reactants are: [NH2:1][C@@H:2]1[CH2:6][C@@H:5]([NH:7][C:8]([C:10]2[C:14]3[N:15]=[CH:16][N:17]=[C:18]([C:19]4[CH:24]=[C:23]([CH:25]([F:27])[F:26])[CH:22]=[CH:21][C:20]=4[O:28][CH2:29][CH:30]4[CH2:32][CH2:31]4)[C:13]=3[NH:12][C:11]=2[CH3:33])=[O:9])[C@H:4]([CH3:34])[CH2:3]1.[C:35](Cl)(=[O:37])[CH3:36].